This data is from Forward reaction prediction with 1.9M reactions from USPTO patents (1976-2016). The task is: Predict the product of the given reaction. (1) Given the reactants [CH2:1]([O:3][C:4](=[O:21])[CH2:5][N:6]([CH2:14][C:15]1[CH:20]=[CH:19][CH:18]=[CH:17][CH:16]=1)[CH2:7][C:8]1[CH:13]=[CH:12][CH:11]=[CH:10][CH:9]=1)[CH3:2].C([N-]C(C)C)(C)C.[Li+].[CH2:30]([O:37][CH2:38][CH2:39][CH:40]=[O:41])[C:31]1[CH:36]=[CH:35][CH:34]=[CH:33][CH:32]=1.[Cl-].[NH4+], predict the reaction product. The product is: [CH2:1]([O:3][C:4](=[O:21])[CH:5]([N:6]([CH2:7][C:8]1[CH:9]=[CH:10][CH:11]=[CH:12][CH:13]=1)[CH2:14][C:15]1[CH:20]=[CH:19][CH:18]=[CH:17][CH:16]=1)[CH:40]([OH:41])[CH2:39][CH2:38][O:37][CH2:30][C:31]1[CH:36]=[CH:35][CH:34]=[CH:33][CH:32]=1)[CH3:2]. (2) Given the reactants [NH2:1][C@@H:2]([C:7]([NH2:9])=[O:8])[CH2:3][CH:4]([CH3:6])[CH3:5].C(Cl)Cl.[Cl:13][C:14]1[CH:19]=[CH:18][C:17]([S:20](Cl)(=[O:22])=[O:21])=[CH:16][CH:15]=1, predict the reaction product. The product is: [Cl:13][C:14]1[CH:19]=[CH:18][C:17]([S:20]([NH:1][C@H:2]([CH2:3][CH:4]([CH3:6])[CH3:5])[C:7]([NH2:9])=[O:8])(=[O:22])=[O:21])=[CH:16][CH:15]=1. (3) Given the reactants [CH2:1]([N:8]1[CH2:12][C@H:11]([C:13]2[CH:18]=[CH:17][CH:16]=[CH:15][CH:14]=2)[C@@H:10]([C:19](N2[C@@H](CC3C=CC=CC=3)COC2=O)=[O:20])[CH2:9]1)[C:2]1[CH:7]=[CH:6][CH:5]=[CH:4][CH:3]=1.[H-].[Al+3].[Li+].[H-].[H-].[H-], predict the reaction product. The product is: [CH2:1]([N:8]1[CH2:12][C@H:11]([C:13]2[CH:18]=[CH:17][CH:16]=[CH:15][CH:14]=2)[C@@H:10]([CH2:19][OH:20])[CH2:9]1)[C:2]1[CH:3]=[CH:4][CH:5]=[CH:6][CH:7]=1. (4) Given the reactants [CH3:1][O:2][C:3]1[CH:4]=[CH:5][C:6]2[O:11][CH:10]=[C:9]([CH2:12][NH2:13])[O:8][C:7]=2[CH:14]=1.[CH2:15]([N:18]=[C:19]=[O:20])[CH2:16][CH3:17].[N-]=C=O, predict the reaction product. The product is: [CH3:1][O:2][C:3]1[CH:4]=[CH:5][C:6]2[O:11][CH:10]=[C:9]([CH2:12][NH:13][C:19]([NH:18][CH2:15][CH2:16][CH3:17])=[O:20])[O:8][C:7]=2[CH:14]=1. (5) Given the reactants [OH:1][C:2]1[C:7]2[C@@:8]3([OH:46])[C@@:21]([O:25][CH3:26])([C@H:22]([OH:24])[CH2:23][C:6]=2[CH:5]=[C:4]([CH3:47])[C:3]=1[C:48]([O:50][CH3:51])=[O:49])[C:20](=[O:27])[C:19]1[C:10](=[CH:11][C:12]2[C:13](=[O:44])[C:14]([NH:30][C@@H:31]4[C@H:36]([O:37][CH3:38])[C:35](=[N:39][OH:40])[C@@H:34]([O:41][CH3:42])[C@H:33]([CH3:43])[O:32]4)=[CH:15][C:16](=[O:29])[C:17]=2[C:18]=1[OH:28])[C:9]3=[O:45].Cl.Cl.NO[CH2:56][CH2:57][NH3+:58].N1C=CC=CC=1, predict the reaction product. The product is: [NH2:58][CH2:57][CH2:56][O:40]/[N:39]=[C:35]1\[C@@H:36]([O:37][CH3:38])[C@@H:31]([NH:30][C:14]2[C:13](=[O:44])[C:12]3[CH:11]=[C:10]4[C:19]([C:20](=[O:27])[C@@:21]5([O:25][CH3:26])[C@@:8]([OH:46])([C:9]4=[O:45])[C:7]4[C:2]([OH:1])=[C:3]([C:48]([O:50][CH3:51])=[O:49])[C:4]([CH3:47])=[CH:5][C:6]=4[CH2:23][C@H:22]5[OH:24])=[C:18]([OH:28])[C:17]=3[C:16](=[O:29])[CH:15]=2)[O:32][C@@H:33]([CH3:43])[C@@H:34]\1[O:41][CH3:42].